From a dataset of Reaction yield outcomes from USPTO patents with 853,638 reactions. Predict the reaction yield, written as a fraction of the theoretical maximum amount of product (1.0 means a 100% yield; for example, 0.34 means a 34% yield). (1) The product is [F:22][C:2]([F:21])([F:1])[O:3][C:4]1[CH:5]=[CH:6][C:7]([CH2:8][CH:9]2[CH2:14][CH:13]([C:15]([O:17][CH3:18])=[O:16])[CH2:12][CH2:11][N:10]2[C:32]([O:33][CH3:34])=[O:35])=[CH:19][CH:20]=1. The catalyst is C(Cl)Cl. The reactants are [F:1][C:2]([F:22])([F:21])[O:3][C:4]1[CH:20]=[CH:19][C:7]([CH2:8][CH:9]2[CH2:14][CH:13]([C:15]([O:17][CH3:18])=[O:16])[CH2:12][CH2:11][NH:10]2)=[CH:6][CH:5]=1.CCN(C(C)C)C(C)C.[C:32](Cl)(=[O:35])[O:33][CH3:34]. The yield is 1.00. (2) The reactants are ClCCl.[Br:4][C:5]1[C:6]([O:29]C)=[C:7]([NH:22][C:23](=[O:28])[C:24]([CH3:27])([CH3:26])[CH3:25])[C:8]([C:20]#[N:21])=[C:9]([CH3:19])[C:10]=1[CH:11]=[CH:12][C:13]1[CH:18]=[CH:17][CH:16]=[CH:15][CH:14]=1.BrB(Br)Br.O. The catalyst is [Cl-].[Na+].O. The product is [Br:4][C:5]1[C:6]([OH:29])=[C:7]([NH:22][C:23](=[O:28])[C:24]([CH3:25])([CH3:27])[CH3:26])[C:8]([C:20]#[N:21])=[C:9]([CH3:19])[C:10]=1[CH:11]=[CH:12][C:13]1[CH:18]=[CH:17][CH:16]=[CH:15][CH:14]=1. The yield is 0.960. (3) The reactants are [N:1]1([C:7]2[N:12]3[N:13]=[C:14]([C:16]4[CH:21]=[N:20][CH:19]=[CH:18][N:17]=4)[CH:15]=[C:11]3[N:10]=[C:9]([NH:22][NH2:23])[CH:8]=2)[CH2:6][CH2:5][O:4][CH2:3][CH2:2]1.[CH:24]([C:26]1[C:34]2[C:29](=[CH:30][CH:31]=[CH:32][CH:33]=2)[NH:28][CH:27]=1)=O.C(O)(=O)C. The catalyst is C(O)C. The product is [NH:28]1[C:29]2[C:34](=[CH:33][CH:32]=[CH:31][CH:30]=2)[C:26]([CH:24]=[N:23][NH:22][C:9]2[CH:8]=[C:7]([N:1]3[CH2:6][CH2:5][O:4][CH2:3][CH2:2]3)[N:12]3[N:13]=[C:14]([C:16]4[CH:21]=[N:20][CH:19]=[CH:18][N:17]=4)[CH:15]=[C:11]3[N:10]=2)=[CH:27]1. The yield is 0.540. (4) The reactants are [Cl:1][C:2]1[CH:10]=[CH:9][C:5]([C:6]([OH:8])=O)=[CH:4][C:3]=1[C:11]([F:14])([F:13])[F:12].Cl.CN(C)CCCN=C=NCC.[Cl:27][C:28]1[CH:29]=[C:30]([CH:35]2[CH:39]([NH:40][CH3:41])[CH2:38][N:37]([C:42]([CH:44]3[CH2:49][CH2:48][N:47]([C:50]([C:52]4([CH3:55])[CH2:54][CH2:53]4)=[O:51])[CH2:46][CH2:45]3)=[O:43])[CH2:36]2)[CH:31]=[CH:32][C:33]=1[Cl:34]. The catalyst is ClCCl. The product is [Cl:1][C:2]1[CH:10]=[CH:9][C:5]([C:6]([N:40]([CH:39]2[CH:35]([C:30]3[CH:31]=[CH:32][C:33]([Cl:34])=[C:28]([Cl:27])[CH:29]=3)[CH2:36][N:37]([C:42]([CH:44]3[CH2:45][CH2:46][N:47]([C:50]([C:52]4([CH3:55])[CH2:54][CH2:53]4)=[O:51])[CH2:48][CH2:49]3)=[O:43])[CH2:38]2)[CH3:41])=[O:8])=[CH:4][C:3]=1[C:11]([F:14])([F:13])[F:12]. The yield is 0.860. (5) The reactants are [CH3:1][NH2:2].C1COCC1.[C:8]([C:11]1[C:12]([C:32]([F:35])([F:34])[F:33])=[N:13][N:14]([CH2:16][C:17]([NH:19][C:20]2[S:24][C:23]3[CH2:25][CH2:26][CH2:27][CH2:28][C:22]=3[C:21]=2[C:29]([NH2:31])=[O:30])=[O:18])[CH:15]=1)(=O)[CH3:9].[Na]. The catalyst is C(O)(=O)C.CO. The product is [CH3:1][NH:2][CH:8]([C:11]1[C:12]([C:32]([F:34])([F:35])[F:33])=[N:13][N:14]([CH2:16][C:17]([NH:19][C:20]2[S:24][C:23]3[CH2:25][CH2:26][CH2:27][CH2:28][C:22]=3[C:21]=2[C:29]([NH2:31])=[O:30])=[O:18])[CH:15]=1)[CH3:9]. The yield is 0.140. (6) The reactants are C(Cl)Cl.[CH3:4][C:5]1([CH3:12])[O:10][CH2:9][CH:8]([OH:11])[CH2:7][O:6]1.[C:13](Cl)(=[O:17])[C:14]([CH3:16])=[CH2:15]. The catalyst is C(N(CC)CC)C. The product is [C:13]([O:11][CH:8]1[CH2:9][O:10][C:5]([CH3:12])([CH3:4])[O:6][CH2:7]1)(=[O:17])[C:14]([CH3:16])=[CH2:15]. The yield is 0.710. (7) The reactants are [Cl:1][C:2]1[CH:7]=[C:6]([C:8]2[N:9]=[N:10][NH:11][N:12]=2)[CH:5]=[CH:4][C:3]=1[NH:13][C:14]1[N:19]=[C:18]([NH:20][CH3:21])[C:17]([C:22]([F:25])([F:24])[F:23])=[CH:16][N:15]=1.[C:26]([O-])([O-])=O.[K+].[K+].CI. The catalyst is CC(C)=O. The product is [Cl:1][C:2]1[CH:7]=[C:6]([C:8]2[N:12]=[N:11][N:10]([CH3:26])[N:9]=2)[CH:5]=[CH:4][C:3]=1[NH:13][C:14]1[N:19]=[C:18]([NH:20][CH3:21])[C:17]([C:22]([F:24])([F:25])[F:23])=[CH:16][N:15]=1. The yield is 0.700. (8) The reactants are [C:1]([C:5]1[O:9][C:8]([NH:10][C:11]2[CH:16]=[CH:15][C:14]([C:17]3[CH:22]=[CH:21][C:20]([C:23]45[O:29][C:26]([CH2:30][C:31]([O:33]C)=[O:32])([CH2:27][CH2:28]4)[CH2:25][CH2:24]5)=[CH:19][CH:18]=3)=[CH:13][CH:12]=2)=[N:7][N:6]=1)([CH3:4])([CH3:3])[CH3:2].[OH-].[Na+]. The catalyst is C1COCC1.CO. The product is [C:1]([C:5]1[O:9][C:8]([NH:10][C:11]2[CH:12]=[CH:13][C:14]([C:17]3[CH:22]=[CH:21][C:20]([C:23]45[O:29][C:26]([CH2:30][C:31]([OH:33])=[O:32])([CH2:27][CH2:28]4)[CH2:25][CH2:24]5)=[CH:19][CH:18]=3)=[CH:15][CH:16]=2)=[N:7][N:6]=1)([CH3:4])([CH3:2])[CH3:3]. The yield is 0.490. (9) The reactants are [F:1][C:2]1[C:3]([C:14]2[C:22]3[C:17](=[CH:18][CH:19]=[CH:20][C:21]=3[F:23])[NH:16][N:15]=2)=[CH:4][C:5]([O:12][CH3:13])=[C:6]([CH:11]=1)[C:7]([O:9][CH3:10])=[O:8].[Br:24][C:25]1[CH:30]=[CH:29][CH:28]=[C:27]([C:31]([F:34])([F:33])[F:32])[C:26]=1[CH2:35]Br.C([O-])([O-])=O.[Cs+].[Cs+]. The catalyst is CN(C=O)C. The product is [Br:24][C:25]1[CH:30]=[CH:29][CH:28]=[C:27]([C:31]([F:32])([F:33])[F:34])[C:26]=1[CH2:35][N:16]1[C:17]2[C:22](=[C:21]([F:23])[CH:20]=[CH:19][CH:18]=2)[C:14]([C:3]2[C:2]([F:1])=[CH:11][C:6]([C:7]([O:9][CH3:10])=[O:8])=[C:5]([O:12][CH3:13])[CH:4]=2)=[N:15]1. The yield is 0.480. (10) The reactants are [C:1]([C:3]1([C:14]2[CH:23]=[CH:22][C:21]3[C:16](=[CH:17][CH:18]=[CH:19][CH:20]=3)[CH:15]=2)[CH2:8][CH:7](C(OC)=O)[C:6](=[O:13])[CH2:5][CH2:4]1)#[N:2].CS(C)=O.CCOC(C)=O.CCCCCCC. The catalyst is [Cl-].[Na+].O.O. The product is [CH:15]1[C:16]2[C:21](=[CH:20][CH:19]=[CH:18][CH:17]=2)[CH:22]=[CH:23][C:14]=1[C:3]1([C:1]#[N:2])[CH2:4][CH2:5][C:6](=[O:13])[CH2:7][CH2:8]1. The yield is 0.620.